Dataset: Experimentally validated miRNA-target interactions with 360,000+ pairs, plus equal number of negative samples. Task: Binary Classification. Given a miRNA mature sequence and a target amino acid sequence, predict their likelihood of interaction. (1) The miRNA is hsa-miR-4420 with sequence GUCACUGAUGUCUGUAGCUGAG. The protein sequence of the target gene is MTSSGPGPRFLLLLPLLLPPAASASDRPRGRDPVNPEKLLVITVATAETEGYLRFLRSAEFFNYTVRTLGLGEEWRGGDVARTVGGGQKVRWLKKEMEKYADREDMIIMFVDSYDVILAGSPTELLKKFVQSGSRLLFSAESFCWPEWGLAEQYPEVGTGKRFLNSGGFIGFATTIHQIVRQWKYKDDDDDQLFYTRLYLDPGLREKLSLNLDHKSRIFQNLNGALDEVVLKFDRNRVRIRNVAYDTLPIVVHGNGPTKLQLNYLGNYVPNGWTPEGGCGFCNQDRRTLPGGQPPPRVFL.... Result: 0 (no interaction). (2) Result: 0 (no interaction). The protein sequence of the target gene is MQLGEQLLVSSVNLPGAHFYSLESARGGGGGGGGGGGGGGGSVSLLPGAAPSPQRLDLDKASKKFPGSLPCQAGSAEPAGAGAGAPAAMLSDADAGDTFGSTSAVAKPGPPDGRKGSPCAEEELPSAATAAATARYSMDSLSSERYYLPSPGPQGSELAAPCSLFQYPAAAGAAHGPVYPASNGARYPYGSMLPPGGFPAAVCPPARAQFGPAAGSGSGAGSSGGGAGGPGAYPYGQGSPLYGPYAGTSAAGSCGGLGGLGVPGSGFRAHVYLCNRPLWLKFHRHQTEMIITKQGRRMFP.... The miRNA is hsa-miR-766-3p with sequence ACUCCAGCCCCACAGCCUCAGC. (3) The miRNA is mmu-miR-16-1-3p with sequence CCAGUAUUGACUGUGCUGCUGA. The protein sequence of the target gene is MAGHLASDFAFSPPPGGGDGSAGLEPGWVDPRTWLSFQGPPGGPGIGPGSEVLGISPCPPAYEFCGGMAYCGPQVGLGLVPQVGVETLQPEGQAGARVESNSEGTSSEPCADRPNAVKLEKVEPTPEESQDMKALQKELEQFAKLLKQKRITLGYTQADVGLTLGVLFGKVFSQTTICRFEALQLSLKNMCKLRPLLEKWVEEADNNENLQEICKSETLVQARKRKRTSIENRVRWSLETMFLKCPKPSLQQITHIANQLGLEKDVVRVWFCNRRQKGKRSSIEYSQREEYEATGTPFPG.... Result: 0 (no interaction). (4) The miRNA is hsa-miR-130a-5p with sequence GCUCUUUUCACAUUGUGCUACU. The protein sequence of the target gene is MIIYRDLISHDEMFSDIYKIREIADGLCLEVEGKMVSRTEGNIDDSLIGGNASAEGPEGEGTESTVITGVDIVMNHHLQETSFTKEAYKKYIKDYMKSIKGKLEEQRPERVKPFMTGAAEQIKHILANFKNYQFFIGENMNPDGMVALLDYREDGVTPYMIFFKDGLEMEKC. Result: 0 (no interaction). (5) The miRNA is hsa-miR-629-3p with sequence GUUCUCCCAACGUAAGCCCAGC. The protein sequence of the target gene is MGNEASYPLEMCSHFDADEIKRLGKRFKKLDLDNSGSLSVEEFMSLPELQQNPLVQRVIDIFDTDGNGEVDFKEFIEGVSQFSVKGDKEQKLRFAFRIYDMDKDGYISNGELFQVLKMMVGNNLKDTQLQQIVDKTIINADKDGDGRISFEEFCAVVGGLDIHKKMVVDV. Result: 1 (interaction). (6) The miRNA is ssc-miR-181d-5p with sequence AACAUUCAUUGUUGUCGGUGGGUU. The protein sequence of the target gene is MQGRRELGGEPLSDLQEEAASASLRVAPERLSDDSLEWRRTCPDLLLSDGKASISMPREGGSTCTARCPDPGEHSSTWGEFEGFRESSAKSGQFSQSLELLEGPTEPQPPRTTSAPKECSSHQPCQGGPWVTGTSAVPPSEPILSYENILKCAFQEITVQQAAEDVSTIDHFLEISSEEKPGVERVHKLCNESRKLWRALQSIHTTSTSQRLWSESRCQENFFLVLGIDAAQKNLSGGQGHIMEDCDLKEPEGLLTVSSFCLQHCKALIQTKLSGPPGSKQGRLMTCSRFLKTPSCGGGQ.... Result: 0 (no interaction).